From a dataset of Reaction yield outcomes from USPTO patents with 853,638 reactions. Predict the reaction yield, written as a fraction of the theoretical maximum amount of product (1.0 means a 100% yield; for example, 0.34 means a 34% yield). The reactants are N(C(OCC)=O)=NC(OCC)=O.[F:13][C:14]1[C:22]([O:23][C:24]2[C:33]3[C:28](=[CH:29][C:30]([OH:36])=[C:31]([O:34][CH3:35])[CH:32]=3)[N:27]=[CH:26][N:25]=2)=[CH:21][CH:20]=[C:19]2[C:15]=1[CH:16]=[C:17]([CH3:37])[NH:18]2.C1(P(C2C=CC=CC=2)C2C=CC=CC=2)C=CC=CC=1.[Br:57][CH2:58][CH2:59][CH2:60]O. The catalyst is C(Cl)Cl. The product is [Br:57][CH2:58][CH2:59][CH2:60][O:36][C:30]1[CH:29]=[C:28]2[C:33]([C:24]([O:23][C:22]3[C:14]([F:13])=[C:15]4[C:19](=[CH:20][CH:21]=3)[NH:18][C:17]([CH3:37])=[CH:16]4)=[N:25][CH:26]=[N:27]2)=[CH:32][C:31]=1[O:34][CH3:35]. The yield is 1.00.